Task: Regression. Given a peptide amino acid sequence and an MHC pseudo amino acid sequence, predict their binding affinity value. This is MHC class I binding data.. Dataset: Peptide-MHC class I binding affinity with 185,985 pairs from IEDB/IMGT (1) The peptide sequence is FQILHDRFF. The MHC is HLA-A29:02 with pseudo-sequence HLA-A29:02. The binding affinity (normalized) is 0.0877. (2) The peptide sequence is ASNENMETM. The MHC is H-2-Db with pseudo-sequence H-2-Db. The binding affinity (normalized) is 0.739. (3) The peptide sequence is GRGQILLGK. The MHC is HLA-A31:01 with pseudo-sequence HLA-A31:01. The binding affinity (normalized) is 0.0847. (4) The peptide sequence is PARFYPKVTK. The MHC is Patr-A0301 with pseudo-sequence Patr-A0301. The binding affinity (normalized) is 0.150. (5) The MHC is HLA-A02:01 with pseudo-sequence HLA-A02:01. The binding affinity (normalized) is 0.0847. The peptide sequence is SFGAGTLAK. (6) The peptide sequence is FLVQAWKSKK. The MHC is Patr-A0101 with pseudo-sequence Patr-A0101. The binding affinity (normalized) is 0.265. (7) The peptide sequence is FVVDTTPPL. The MHC is HLA-A02:01 with pseudo-sequence HLA-A02:01. The binding affinity (normalized) is 1.00.